Dataset: Forward reaction prediction with 1.9M reactions from USPTO patents (1976-2016). Task: Predict the product of the given reaction. (1) Given the reactants [C:1]([O:5][C:6]([NH:8][CH:9]([CH3:21])[C:10](=O)[CH:11]([CH2:18][CH3:19])[C:12](OC(C)C)=[O:13])=[O:7])([CH3:4])([CH3:3])[CH3:2].O.[NH2:23][NH2:24], predict the reaction product. The product is: [C:1]([O:5][C:6](=[O:7])[NH:8][CH:9]([C:10]1[NH:23][NH:24][C:12](=[O:13])[C:11]=1[CH2:18][CH3:19])[CH3:21])([CH3:4])([CH3:3])[CH3:2]. (2) Given the reactants [CH3:1][NH:2][C@@H:3]1[C:8]2[CH:9]=[CH:10][CH:11]=[CH:12][C:7]=2[C@H:6]([C:13]2[CH:14]=[CH:15][C:16]([Cl:20])=[C:17]([Cl:19])[CH:18]=2)[CH2:5][CH2:4]1.[ClH:21].CC(N(C)C)=O, predict the reaction product. The product is: [CH3:1][NH:2][C@@H:3]1[C:8]2[CH:9]=[CH:10][CH:11]=[CH:12][C:7]=2[C@H:6]([C:13]2[CH:14]=[CH:15][C:16]([Cl:20])=[C:17]([Cl:19])[CH:18]=2)[CH2:5][CH2:4]1.[ClH:21]. (3) Given the reactants Cl.[C:2]([C:4]1([NH:7][C:8]([C@@H:10]2[CH2:14][C@@H:13]([S:15]([C:18]3[CH:23]=[CH:22][CH:21]=[CH:20][C:19]=3[C:24]([F:27])([F:26])[F:25])(=[O:17])=[O:16])[CH2:12][NH:11]2)=[O:9])[CH2:6][CH2:5]1)#[N:3].[F:28][C:29]([F:43])([C:39]([F:42])([F:41])[F:40])[CH2:30]OS(C(F)(F)F)(=O)=O, predict the reaction product. The product is: [C:2]([C:4]1([NH:7][C:8]([C@@H:10]2[CH2:14][C@@H:13]([S:15]([C:18]3[CH:23]=[CH:22][CH:21]=[CH:20][C:19]=3[C:24]([F:27])([F:25])[F:26])(=[O:17])=[O:16])[CH2:12][N:11]2[CH2:30][C:29]([F:43])([F:28])[C:39]([F:42])([F:41])[F:40])=[O:9])[CH2:5][CH2:6]1)#[N:3]. (4) Given the reactants [NH2:1][C:2]1[CH:3]=[C:4]([CH:16]=[C:17]([C:19]#[C:20][Si](C(C)C)(C(C)C)C(C)C)[CH:18]=1)[C:5]([NH:7][CH2:8][CH2:9][N:10]1[CH2:15][CH2:14][O:13][CH2:12][CH2:11]1)=[O:6].C1COCC1, predict the reaction product. The product is: [NH2:1][C:2]1[CH:3]=[C:4]([CH:16]=[C:17]([C:19]#[CH:20])[CH:18]=1)[C:5]([NH:7][CH2:8][CH2:9][N:10]1[CH2:15][CH2:14][O:13][CH2:12][CH2:11]1)=[O:6]. (5) Given the reactants O[CH:2]=[C:3]1[C:11]2[C:6](=[CH:7][C:8]([C:12]([C:14]3[CH:15]=[C:16]([NH:20][C:21]([C:23]4[S:24][C:25]([C:28](=[O:30])[CH3:29])=[CH:26][CH:27]=4)=[O:22])[CH:17]=[CH:18][CH:19]=3)=[O:13])=[CH:9][CH:10]=2)[NH:5][C:4]1=[O:31].[CH3:32][N:33]1[CH2:38][CH2:37][N:36]([C:39]2[CH:44]=[CH:43][C:42]([NH2:45])=[CH:41][CH:40]=2)[CH2:35][CH2:34]1, predict the reaction product. The product is: [CH3:32][N:33]1[CH2:34][CH2:35][N:36]([C:39]2[CH:44]=[CH:43][C:42]([NH:45][CH:2]=[C:3]3[C:11]4[C:6](=[CH:7][C:8]([C:12]([C:14]5[CH:15]=[C:16]([NH:20][C:21]([C:23]6[S:24][C:25]([C:28](=[O:30])[CH3:29])=[CH:26][CH:27]=6)=[O:22])[CH:17]=[CH:18][CH:19]=5)=[O:13])=[CH:9][CH:10]=4)[NH:5][C:4]3=[O:31])=[CH:41][CH:40]=2)[CH2:37][CH2:38]1. (6) Given the reactants [CH3:1][S:2]([C:4]1[N:9]=[CH:8][C:7]2=[CH:10][CH:11]=[C:12]([C:13]3[CH:18]=[CH:17][CH:16]=[CH:15][C:14]=3[NH:19][S:20]([CH3:23])(=[O:22])=[O:21])[N:6]2[N:5]=1)=[O:3].[CH3:24][C:25]1[CH:26]=[C:27]2[N:32]([C:33]=1[C:34]1[CH:39]=[CH:38][CH:37]=[CH:36][C:35]=1[NH:40][S:41]([CH3:44])(=[O:43])=[O:42])[N:31]=[C:30]([S:45]([CH3:47])=[O:46])[N:29]=[CH:28]2, predict the reaction product. The product is: [CH3:47][S:45]([C:30]1[N:29]=[CH:28][C:27]2=[CH:26][C:25]([CH3:24])=[C:33]([C:34]3[CH:39]=[CH:38][CH:37]=[CH:36][C:35]=3[N:40]([CH3:1])[S:41]([CH3:44])(=[O:42])=[O:43])[N:32]2[N:31]=1)=[O:46].[CH3:24][C:11]1[CH:10]=[C:7]2[N:6]([C:12]=1[C:13]1[CH:18]=[CH:17][CH:16]=[CH:15][C:14]=1[NH:19][S:20]([CH3:23])(=[O:22])=[O:21])[N:5]=[C:4]([S:2]([CH3:1])=[O:3])[N:9]=[CH:8]2. (7) Given the reactants [CH2:1]([O:3][P:4]([C:9]1[CH:14]=[CH:13][C:12]([O:15][CH3:16])=[C:11]([N+:17]([O-])=O)[CH:10]=1)(=[O:8])[O:5][CH2:6][CH3:7])[CH3:2].NC1C2N=C(CO)NC=2C=CC=1, predict the reaction product. The product is: [CH2:6]([O:5][P:4]([C:9]1[CH:14]=[CH:13][C:12]([O:15][CH3:16])=[C:11]([NH2:17])[CH:10]=1)(=[O:8])[O:3][CH2:1][CH3:2])[CH3:7]. (8) Given the reactants C(O)(=O)C(O)=O.[NH2:7][C:8]1[CH:12]=[CH:11][S:10][CH:9]=1.O=[C:14]([C:20]1[CH:25]=[CH:24][CH:23]=[CH:22][N:21]=1)[CH2:15][C:16](OC)=[O:17].Cl.O1CCOCC1, predict the reaction product. The product is: [N:21]1[CH:22]=[CH:23][CH:24]=[CH:25][C:20]=1[C:14]1[N:7]=[C:8]2[CH:12]=[CH:11][S:10][C:9]2=[C:16]([OH:17])[CH:15]=1. (9) Given the reactants [H-].[Na+].[C:3]1([OH:9])[CH:8]=[CH:7][CH:6]=[CH:5][CH:4]=1.[C:10]([O:14][C:15]([N:17]1[CH2:23][CH2:22][C:21]2[C:24]([CH2:29]Cl)=[C:25]([Cl:28])[CH:26]=[CH:27][C:20]=2[CH2:19][CH2:18]1)=[O:16])([CH3:13])([CH3:12])[CH3:11], predict the reaction product. The product is: [C:10]([O:14][C:15]([N:17]1[CH2:23][CH2:22][C:21]2[C:24]([CH2:29][O:9][C:3]3[CH:8]=[CH:7][CH:6]=[CH:5][CH:4]=3)=[C:25]([Cl:28])[CH:26]=[CH:27][C:20]=2[CH2:19][CH2:18]1)=[O:16])([CH3:13])([CH3:12])[CH3:11].